From a dataset of Full USPTO retrosynthesis dataset with 1.9M reactions from patents (1976-2016). Predict the reactants needed to synthesize the given product. Given the product [CH:8]1([C:6]2[C:5]([C:11]([F:14])([F:13])[F:12])=[C:4]([CH2:15][N:16]3[C:24](=[O:25])[C:23]4[C:18](=[CH:19][CH:20]=[CH:21][CH:22]=4)[C:17]3=[O:26])[CH:3]=[C:2]([C:33]3[CH:34]=[N:35][C:36]([C:39]([F:42])([F:41])[F:40])=[N:37][CH:38]=3)[N:7]=2)[CH2:10][CH2:9]1, predict the reactants needed to synthesize it. The reactants are: Cl[C:2]1[N:7]=[C:6]([CH:8]2[CH2:10][CH2:9]2)[C:5]([C:11]([F:14])([F:13])[F:12])=[C:4]([CH2:15][N:16]2[C:24](=[O:25])[C:23]3[C:18](=[CH:19][CH:20]=[CH:21][CH:22]=3)[C:17]2=[O:26])[CH:3]=1.CC1(C)OB([C:33]2[CH:34]=[N:35][C:36]([C:39]([F:42])([F:41])[F:40])=[N:37][CH:38]=2)OC1(C)C.C(=O)([O-])[O-].[K+].[K+].